Predict which catalyst facilitates the given reaction. From a dataset of Catalyst prediction with 721,799 reactions and 888 catalyst types from USPTO. Reactant: C[O:2][C:3]([C:5]1([C:8]2[CH:9]=[CH:10][C:11]3[O:15][C:14](=[O:16])[NH:13][C:12]=3[CH:17]=2)[CH2:7][CH2:6]1)=[O:4].O[Li].O. Product: [O:16]=[C:14]1[NH:13][C:12]2[CH:17]=[C:8]([C:5]3([C:3]([OH:4])=[O:2])[CH2:7][CH2:6]3)[CH:9]=[CH:10][C:11]=2[O:15]1. The catalyst class is: 24.